Dataset: Forward reaction prediction with 1.9M reactions from USPTO patents (1976-2016). Task: Predict the product of the given reaction. Given the reactants [N:1]1([C:11]2[C:20]3[C:15](=[CH:16][CH:17]=[C:18]([C:21]4[CH:22]=[C:23]5[N:29]=[C:28]([CH3:30])[N:27](COCC[Si](C)(C)C)[C:24]5=[N:25][CH:26]=4)[CH:19]=3)[N:14]=[CH:13][N:12]=2)[C:10]2[C:5](=[CH:6][CH:7]=[CH:8][CH:9]=2)[CH2:4][CH2:3][CH2:2]1.FC(F)(F)C(O)=O, predict the reaction product. The product is: [N:1]1([C:11]2[C:20]3[C:15](=[CH:16][CH:17]=[C:18]([C:21]4[CH:22]=[C:23]5[N:29]=[C:28]([CH3:30])[NH:27][C:24]5=[N:25][CH:26]=4)[CH:19]=3)[N:14]=[CH:13][N:12]=2)[C:10]2[C:5](=[CH:6][CH:7]=[CH:8][CH:9]=2)[CH2:4][CH2:3][CH2:2]1.